This data is from Reaction yield outcomes from USPTO patents with 853,638 reactions. The task is: Predict the reaction yield, written as a fraction of the theoretical maximum amount of product (1.0 means a 100% yield; for example, 0.34 means a 34% yield). The reactants are [C:1]([C:3]1[CH:4]=[CH:5][C:6]([NH:9][C:10]2[N:15]=[CH:14][C:13]([S:16]CCC(OC)=O)=[CH:12][C:11]=2[O:23][C:24]2[CH:29]=[CH:28][C:27]([F:30])=[CH:26][CH:25]=2)=[N:7][CH:8]=1)#[N:2].Br[C:32]1[C:37]([CH3:38])=[CH:36][CH:35]=[CH:34][N:33]=1.CC(C)([O-])C.[K+].O. The catalyst is CN(C)C=O.C(OCC)(=O)C. The product is [F:30][C:27]1[CH:28]=[CH:29][C:24]([O:23][C:11]2[C:10]([NH:9][C:6]3[CH:5]=[CH:4][C:3]([C:1]#[N:2])=[CH:8][N:7]=3)=[N:15][CH:14]=[C:13]([S:16][C:32]3[C:37]([CH3:38])=[CH:36][CH:35]=[CH:34][N:33]=3)[CH:12]=2)=[CH:25][CH:26]=1. The yield is 0.250.